From a dataset of Forward reaction prediction with 1.9M reactions from USPTO patents (1976-2016). Predict the product of the given reaction. (1) Given the reactants [C:1]([O:5][C@@H:6]([C:10]1[C:19]([CH3:20])=[CH:18][C:17]2[C:12](=[CH:13][CH:14]=[CH:15][CH:16]=2)[C:11]=1[C:21]1[CH2:26][CH2:25][CH2:24][CH2:23][CH:22]=1)[C:7]([OH:9])=[O:8])([CH3:4])([CH3:3])[CH3:2].[CH3:27]C1CCC(B(O)O)=CC1, predict the reaction product. The product is: [C:1]([O:5][C@@H:6]([C:10]1[C:19]([CH3:20])=[CH:18][C:17]2[C:12](=[CH:13][CH:14]=[CH:15][CH:16]=2)[C:11]=1[C:21]1[CH2:26][CH2:25][CH:24]([CH3:27])[CH2:23][CH:22]=1)[C:7]([OH:9])=[O:8])([CH3:4])([CH3:2])[CH3:3]. (2) Given the reactants Br[C:2]1[CH:14]=[CH:13][C:12]2[C:11]3[C:6](=[CH:7][C:8](OCCCCCCCC)=[CH:9][CH:10]=3)[C:5]([CH2:32][CH2:33][CH2:34][CH2:35][CH2:36][CH2:37][CH2:38][CH3:39])([CH2:24][CH2:25][CH2:26][CH2:27][CH2:28][CH2:29][CH2:30][CH3:31])[C:4]=2[CH:3]=1.[CH2:40]([C:49]1[CH:54]=[CH:53][C:52](B(O)O)=[CH:51][CH:50]=1)[CH2:41][CH2:42][CH2:43][CH2:44][CH2:45][CH2:46][CH2:47][CH3:48].[C:58](=[O:61])([O-])[O-].[Na+].[Na+], predict the reaction product. The product is: [CH2:32]([C:5]1([CH2:24][CH2:25][CH2:26][CH2:27][CH2:28][CH2:29][CH2:30][CH3:31])[C:4]2[CH:3]=[C:2]([C:52]3[CH:53]=[CH:54][C:49]([CH2:40][CH2:41][CH2:42][CH2:43][CH2:44][CH2:45][CH2:46][CH2:47][CH3:48])=[CH:50][CH:51]=3)[CH:14]=[CH:13][C:12]=2[C:11]2[C:6]1=[CH:7][C:8]([O:61][CH2:58][CH2:13][CH2:14][CH2:2][CH2:3][CH2:4][CH2:12][CH3:11])=[CH:9][CH:10]=2)[CH2:33][CH2:34][CH2:35][CH2:36][CH2:37][CH2:38][CH3:39]. (3) Given the reactants [CH3:1][C:2]1[CH:7]=[CH:6][CH:5]=[C:4]([CH3:8])[C:3]=1[N:9]=[C:10]([C:12]1[CH:17]=[CH:16][CH:15]=[C:14]([C:18](=[N:20][C:21]2[CH:26]=[CH:25][CH:24]=[CH:23][C:22]=2[CH:27]([CH3:29])[CH3:28])[CH3:19])[N:13]=1)[CH3:11].[Fe:30]([Cl:32])[Cl:31], predict the reaction product. The product is: [Fe:30]([Cl:32])[Cl:31].[CH3:1][C:2]1[CH:7]=[CH:6][CH:5]=[C:4]([CH3:8])[C:3]=1[N:9]=[C:10]([C:12]1[CH:17]=[CH:16][CH:15]=[C:14]([C:18](=[N:20][C:21]2[CH:26]=[CH:25][CH:24]=[CH:23][C:22]=2[CH:27]([CH3:29])[CH3:28])[CH3:19])[N:13]=1)[CH3:11]. (4) Given the reactants [CH3:1][N:2]1[C:7](=[O:8])[CH:6]=[C:5]([C:9]2[CH:14]=[CH:13][N:12]=[CH:11][N:10]=2)[N:4]=[C:3]1[CH3:15].S(=O)(=O)(O)O.[I-:21].OO.[Cl-].[NH4+], predict the reaction product. The product is: [I:21][CH2:15][C:3]1[N:2]([CH3:1])[C:7](=[O:8])[CH:6]=[C:5]([C:9]2[CH:14]=[CH:13][N:12]=[CH:11][N:10]=2)[N:4]=1. (5) Given the reactants I[CH:2]1[CH2:7][CH2:6][N:5]([C:8]([O:10][C:11]([CH3:14])([CH3:13])[CH3:12])=[O:9])[CH2:4][CH2:3]1.C1(C=CC(O)=CC=1)O.Br[C:24]1[CH:29]=[CH:28][N:27]=[CH:26][CH:25]=1.O1C=CC=C1P(C1OC=CC=1)C1OC=CC=1, predict the reaction product. The product is: [N:27]1[CH:28]=[CH:29][C:24]([CH:2]2[CH2:7][CH2:6][N:5]([C:8]([O:10][C:11]([CH3:14])([CH3:13])[CH3:12])=[O:9])[CH2:4][CH2:3]2)=[CH:25][CH:26]=1. (6) Given the reactants [N:1]1[C:10]2[C:5](=[CH:6][CH:7]=[CH:8][CH:9]=2)[CH:4]=[CH:3][C:2]=1[CH2:11][O:12][C:13]1[CH:18]=[CH:17][C:16]([CH2:19][CH2:20][N:21]2[CH2:26][CH2:25][C:24](=[C:27]3[C:33]4[CH:34]=[CH:35][CH:36]=[CH:37][C:32]=4[CH2:31][CH2:30][N:29]4[C:38]([C:41]([OH:43])=[O:42])=[CH:39][N:40]=[C:28]34)[CH2:23][CH2:22]2)=[CH:15][CH:14]=1.Cl.CN(C)CCCN=C=NCC.[C:56]1([CH2:62]O)[CH:61]=[CH:60][CH:59]=[CH:58][CH:57]=1, predict the reaction product. The product is: [N:1]1[C:10]2[C:5](=[CH:6][CH:7]=[CH:8][CH:9]=2)[CH:4]=[CH:3][C:2]=1[CH2:11][O:12][C:13]1[CH:18]=[CH:17][C:16]([CH2:19][CH2:20][N:21]2[CH2:22][CH2:23][C:24](=[C:27]3[C:33]4[CH:34]=[CH:35][CH:36]=[CH:37][C:32]=4[CH2:31][CH2:30][N:29]4[C:38]([C:41]([O:43][CH2:62][C:56]5[CH:61]=[CH:60][CH:59]=[CH:58][CH:57]=5)=[O:42])=[CH:39][N:40]=[C:28]34)[CH2:25][CH2:26]2)=[CH:15][CH:14]=1. (7) Given the reactants [C:1]([O:5]CCO)(=[O:4])[CH:2]=[CH2:3].CC1C(N=C=O)=CC([N:16]=[C:17]=[O:18])=CC=1.C([O-])(=O)C.C([O-])(=O)C.C([Sn+2]CCCC)CCC.COC1C=CC(O)=CC=1.C([C:52]1C=C(C)C=C(C(C)(C)C)[C:53]=1[OH:63])(C)(C)C, predict the reaction product. The product is: [C:1]([OH:5])(=[O:4])[CH:2]=[CH2:3].[NH2:16][C:17]([O:63][CH2:53][CH3:52])=[O:18].